From a dataset of Reaction yield outcomes from USPTO patents with 853,638 reactions. Predict the reaction yield, written as a fraction of the theoretical maximum amount of product (1.0 means a 100% yield; for example, 0.34 means a 34% yield). The reactants are [N:1]1([C:7]2[C:8]3[N:16]=[C:15]([C:17]4[CH:18]=[N:19][CH:20]=[CH:21][CH:22]=4)[S:14][C:9]=3[N:10]=[C:11]([NH2:13])[N:12]=2)[CH2:6][CH2:5][NH:4][CH2:3][CH2:2]1.[Cl:23][C:24]1[CH:29]=[CH:28][C:27]([N:30]=[C:31]=[O:32])=[CH:26][CH:25]=1. No catalyst specified. The product is [NH2:13][C:11]1[N:12]=[C:7]([N:1]2[CH2:6][CH2:5][N:4]([C:31]([NH:30][C:27]3[CH:28]=[CH:29][C:24]([Cl:23])=[CH:25][CH:26]=3)=[O:32])[CH2:3][CH2:2]2)[C:8]2[N:16]=[C:15]([C:17]3[CH:18]=[N:19][CH:20]=[CH:21][CH:22]=3)[S:14][C:9]=2[N:10]=1. The yield is 0.380.